The task is: Predict the reactants needed to synthesize the given product.. This data is from Full USPTO retrosynthesis dataset with 1.9M reactions from patents (1976-2016). (1) Given the product [CH3:3][O:4][CH2:5][C:6]1[S:10][C:9]([CH2:11][N:12]2[N:16]=[C:15]([NH2:17])[CH:14]=[N:13]2)=[CH:8][CH:7]=1, predict the reactants needed to synthesize it. The reactants are: N#N.[CH3:3][O:4][CH2:5][C:6]1[S:10][C:9]([CH2:11][N:12]2[N:16]=[C:15]([N+:17]([O-])=O)[CH:14]=[N:13]2)=[CH:8][CH:7]=1.[NH4+].[Cl-]. (2) Given the product [CH3:23][C:24]1([CH3:40])[O:28][C@@H:27]([C@@H:29]2[C@@H:33]3[O:34][C:35]([CH3:38])([CH3:37])[O:36][C@@H:32]3[C:31](=[O:39])[O:30]2)[CH2:26][O:25]1, predict the reactants needed to synthesize it. The reactants are: CC(OI1(OC(C)=O)(OC(C)=O)OC(=O)C2C=CC=CC1=2)=O.[CH3:23][C:24]1([CH3:40])[O:28][C@@H:27]([C@@H:29]2[C@@H:33]3[O:34][C:35]([CH3:38])([CH3:37])[O:36][C@@H:32]3[CH:31]([OH:39])[O:30]2)[CH2:26][O:25]1.CC(O)(C)C.